This data is from Forward reaction prediction with 1.9M reactions from USPTO patents (1976-2016). The task is: Predict the product of the given reaction. Given the reactants [CH:1]([C:4]1[C:5]([O:24][CH2:25][CH2:26][CH2:27][CH2:28][CH2:29][CH2:30][CH3:31])=[C:6]([C:13]([CH3:23])=[CH:14][CH:15]=[CH:16][C:17]([CH3:22])=[CH:18][C:19]([O-:21])=[O:20])[CH:7]=[C:8]([CH:10]([CH3:12])[CH3:11])[CH:9]=1)([CH3:3])[CH3:2].[OH-].[Na+].Cl, predict the reaction product. The product is: [CH:1]([C:4]1[C:5]([O:24][CH2:25][CH2:26][CH2:27][CH2:28][CH2:29][CH2:30][CH3:31])=[C:6]([C:13]([CH3:23])=[CH:14][CH:15]=[CH:16][C:17]([CH3:22])=[CH:18][C:19]([OH:21])=[O:20])[CH:7]=[C:8]([CH:10]([CH3:12])[CH3:11])[CH:9]=1)([CH3:3])[CH3:2].